This data is from Forward reaction prediction with 1.9M reactions from USPTO patents (1976-2016). The task is: Predict the product of the given reaction. Given the reactants [CH3:1][O:2][C:3]([NH:5][C@H:6]([C:10]([N:12]1[CH:16]([C:17]([O:19]CC)=[O:18])[CH2:15][C:14]2([CH2:26][CH2:25][O:24][CH2:23][CH2:22]2)[CH2:13]1)=[O:11])[CH:7]([CH3:9])[CH3:8])=[O:4].O.[OH-].[Li+].Cl, predict the reaction product. The product is: [CH3:1][O:2][C:3]([NH:5][C@H:6]([C:10]([N:12]1[CH:16]([C:17]([OH:19])=[O:18])[CH2:15][C:14]2([CH2:26][CH2:25][O:24][CH2:23][CH2:22]2)[CH2:13]1)=[O:11])[CH:7]([CH3:9])[CH3:8])=[O:4].